This data is from Full USPTO retrosynthesis dataset with 1.9M reactions from patents (1976-2016). The task is: Predict the reactants needed to synthesize the given product. Given the product [N:1]1([C:6]2[CH:13]=[CH:12][C:9]([CH2:10][NH:24][C@@H:14]3[C:23]4[C:18](=[CH:19][CH:20]=[CH:21][CH:22]=4)[CH2:17][CH2:16][CH2:15]3)=[CH:8][CH:7]=2)[CH2:5][CH2:4][CH2:3][CH2:2]1, predict the reactants needed to synthesize it. The reactants are: [N:1]1([C:6]2[CH:13]=[CH:12][C:9]([CH:10]=O)=[CH:8][CH:7]=2)[CH2:5][CH2:4][CH2:3][CH2:2]1.[C@@H:14]1([NH2:24])[C:23]2[C:18](=[CH:19][CH:20]=[CH:21][CH:22]=2)[CH2:17][CH2:16][CH2:15]1.